This data is from Forward reaction prediction with 1.9M reactions from USPTO patents (1976-2016). The task is: Predict the product of the given reaction. (1) Given the reactants [CH3:1][S:2]([C:5]1[CH:10]=[CH:9][C:8]([C:11]2[C:12]3[N:13]([N:17]=[C:18]([NH2:20])[N:19]=3)[CH:14]=[CH:15][CH:16]=2)=[CH:7][CH:6]=1)(=[O:4])=[O:3].Br[C:22]1[CH:23]=[C:24]([NH:28][C:29](=[O:31])[CH3:30])[CH:25]=[CH:26][CH:27]=1, predict the reaction product. The product is: [CH3:1][S:2]([C:5]1[CH:10]=[CH:9][C:8]([C:11]2[C:12]3[N:13]([N:17]=[C:18]([NH:20][C:22]4[CH:23]=[C:24]([NH:28][C:29](=[O:31])[CH3:30])[CH:25]=[CH:26][CH:27]=4)[N:19]=3)[CH:14]=[CH:15][CH:16]=2)=[CH:7][CH:6]=1)(=[O:3])=[O:4]. (2) Given the reactants [C:1]([O:5][C:6]([N:8]1[CH2:13][CH2:12][N:11]([C:14]2[CH:22]=[CH:21][CH:20]=[C:19]3[C:15]=2[CH:16]=[CH:17][NH:18]3)[CH2:10][CH2:9]1)=[O:7])([CH3:4])([CH3:3])[CH3:2].C([Li])CCC.[Br:28]N1C(=O)CCC1=O, predict the reaction product. The product is: [C:1]([O:5][C:6]([N:8]1[CH2:13][CH2:12][N:11]([C:14]2[CH:22]=[CH:21][CH:20]=[C:19]3[C:15]=2[C:16]([Br:28])=[CH:17][NH:18]3)[CH2:10][CH2:9]1)=[O:7])([CH3:4])([CH3:2])[CH3:3]. (3) Given the reactants [Cl:1][C:2]1[C:3](=[O:15])[NH:4][S:5](=[O:14])(=[O:13])[C:6]=1[C:7]1[CH:12]=[CH:11][CH:10]=[CH:9][CH:8]=1.CI.[C:18](=O)([O-])[O-].[K+].[K+].O, predict the reaction product. The product is: [Cl:1][C:2]1[C:3](=[O:15])[N:4]([CH3:18])[S:5](=[O:13])(=[O:14])[C:6]=1[C:7]1[CH:12]=[CH:11][CH:10]=[CH:9][CH:8]=1. (4) Given the reactants [F:1][C:2]1[CH:20]=[CH:19][C:5]([CH2:6][N:7]([CH2:11][C:12]2[CH:17]=[CH:16][C:15]([F:18])=[CH:14][CH:13]=2)[C:8](=[O:10])[CH3:9])=[CH:4][CH:3]=1.[CH3:21][O:22][C:23](=[O:39])[C:24]([OH:38])=CC(=O)N(CC1C=CC=CC=1Cl)C.ClC1C=CC=CC=1CN(C)C(=O)C, predict the reaction product. The product is: [CH3:21][O:22][C:23](=[O:39])[C:24]([OH:38])=[CH:9][C:8](=[O:10])[N:7]([CH2:11][C:12]1[CH:13]=[CH:14][C:15]([F:18])=[CH:16][CH:17]=1)[CH2:6][C:5]1[CH:4]=[CH:3][C:2]([F:1])=[CH:20][CH:19]=1. (5) The product is: [NH2:1][C:2]1[N+:7]([O-:33])=[C:6]([C:8]2[CH:9]=[CH:10][CH:11]=[CH:12][CH:13]=2)[C:5]([C:14]2[CH:15]=[CH:16][C:17](=[O:23])[N:18]([CH:20]([CH3:22])[CH3:21])[N:19]=2)=[CH:4][C:3]=1[Cl:24]. Given the reactants [NH2:1][C:2]1[N:7]=[C:6]([C:8]2[CH:13]=[CH:12][CH:11]=[CH:10][CH:9]=2)[C:5]([C:14]2[CH:15]=[CH:16][C:17](=[O:23])[N:18]([CH:20]([CH3:22])[CH3:21])[N:19]=2)=[CH:4][C:3]=1[Cl:24].ClC1C=CC=C(C(OO)=[O:33])C=1.C([O-])(O)=O.[Na+], predict the reaction product. (6) The product is: [N+:20]([C:21]1[CH:30]=[C:29]2[C:25]([CH2:26][CH2:27][CH2:28]2)=[CH:24][C:22]=1[NH:23][C:10](=[O:11])[CH3:12])([O-:34])=[O:36]. Given the reactants OO.C(O[C:10]([C:12](F)(F)F)=[O:11])(C(F)(F)F)=O.C(C1N=[N+:20]([O-:34])[C:21]2[CH:30]=[C:29]3[C:25]([CH2:26][CH:27](CCO)[CH2:28]3)=[CH:24][C:22]=2[N:23]=1)C.C(O)(C(F)(F)F)=[O:36], predict the reaction product. (7) The product is: [C:34]([C:33]1[CH:38]=[CH:39][C:30]([C:17]2[C:18]([CH3:29])([CH3:28])[C@H:19]3[C@:14]([CH3:40])([CH2:15][CH:16]=2)[C@@H:13]2[C@:22]([CH3:27])([C@@:23]4([CH3:26])[C@H:10]([CH2:11][CH2:12]2)[C@H:9]2[C@H:41]([CH:44]([CH3:46])[CH3:45])[CH2:42][CH2:43][C@:8]2([C:6]([NH:5][CH2:4][CH2:3][N+:2]([O-:53])([CH3:1])[CH3:47])=[O:7])[CH2:25][CH2:24]4)[CH2:21][CH2:20]3)=[CH:31][CH:32]=1)([OH:36])=[O:35]. Given the reactants [CH3:1][N:2]([CH3:47])[CH2:3][CH2:4][NH:5][C:6]([C@:8]12[CH2:43][CH2:42][C@@H:41]([CH:44]([CH3:46])[CH3:45])[C@@H:9]1[C@@H:10]1[C@@:23]([CH3:26])([CH2:24][CH2:25]2)[C@@:22]2([CH3:27])[C@@H:13]([C@:14]3([CH3:40])[C@@H:19]([CH2:20][CH2:21]2)[C:18]([CH3:29])([CH3:28])[C:17]([C:30]2[CH:39]=[CH:38][C:33]([C:34]([O:36]C)=[O:35])=[CH:32][CH:31]=2)=[CH:16][CH2:15]3)[CH2:12][CH2:11]1)=[O:7].ClC1C=C(C=CC=1)C(OO)=[O:53], predict the reaction product.